From a dataset of Catalyst prediction with 721,799 reactions and 888 catalyst types from USPTO. Predict which catalyst facilitates the given reaction. (1) Product: [Br:37][CH2:13][C:6]1[CH:5]=[C:4]([N+:1]([O-:3])=[O:2])[CH:9]=[C:8]([N+:10]([O-:12])=[O:11])[CH:7]=1. Reactant: [N+:1]([C:4]1[CH:5]=[C:6]([CH2:13]O)[CH:7]=[C:8]([N+:10]([O-:12])=[O:11])[CH:9]=1)([O-:3])=[O:2].ClCCl.C1(P(C2C=CC=CC=2)C2C=CC=CC=2)C=CC=CC=1.[Br:37]N1C(=O)CCC1=O. The catalyst class is: 6. (2) The catalyst class is: 19. Reactant: Cl[C:2]1[N:7]=[C:6]([CH2:8][C:9]2[CH:14]=[CH:13][C:12]([N+:15]([O-])=O)=[CH:11][CH:10]=2)[N:5]2[CH:18]=[CH:19][N:20]=[C:4]2[C:3]=1[CH2:21][C:22]([O:24][CH3:25])=[O:23].C1COCC1. Product: [NH2:15][C:12]1[CH:11]=[CH:10][C:9]([CH2:8][C:6]2[N:5]3[CH:18]=[CH:19][N:20]=[C:4]3[C:3]([CH2:21][C:22]([O:24][CH3:25])=[O:23])=[CH:2][N:7]=2)=[CH:14][CH:13]=1.